Dataset: Drug-target binding data from BindingDB using Ki measurements. Task: Regression. Given a target protein amino acid sequence and a drug SMILES string, predict the binding affinity score between them. We predict pKi (pKi = -log10(Ki in M); higher means stronger inhibition). Dataset: bindingdb_ki. The small molecule is CCC[C@H](CC)C(N)C(=O)O. The target protein (P00956) has sequence MSDYKSTLNLPETGFPMRGDLAKREPGMLARWTDDDLYGIIRAAKKGKKTFILHDGPPYANGSIHIGHSVNKILKDIIVKSKGLSGYDSPYVPGWDCHGLPIELKVEQEYGKPGEKFTAAEFRAKCREYAATQVDGQRKDFIRLGVLGDWSHPYLTMDFKTEANIIRALGKIIGNGHLHKGAKPVHWCVDCRSALAEAEVEYYDKTSPSIDVAFQAVDQDALKAKFAVSNVNGPISLVIWTTTPWTLPANRAISIAPDFDYALVQIDGQAVILAKDLVESVMQRIGVTDYTILGTVKGAELELLRFTHPFMGFDVPAILGDHVTLDAGTGAVHTAPGHGPDDYVIGQKYGLETANPVGPDGTYLPGTYPTLDGVNVFKANDIVVALLQEKGALLHVEKMQHSYPCCWRHKTPIIFRATPQWFVSMDQKGLRAQSLKEIKGVQWIPDWGQARIESMVANRPDWCISRQRTWGVPMSLFVHKDTEELHPRTLELMEEVAKRV.... The pKi is 2.3.